From a dataset of Catalyst prediction with 721,799 reactions and 888 catalyst types from USPTO. Predict which catalyst facilitates the given reaction. Reactant: Cl[C:2]1[N:11]=[C:10]([N:12]2[CH2:17][CH2:16][O:15][CH2:14][CH2:13]2)[C:9]2[C:4](=[C:5]([C:18]3[CH:19]=[C:20]([OH:24])[CH:21]=[CH:22][CH:23]=3)[CH:6]=[CH:7][CH:8]=2)[N:3]=1.[CH3:25][N:26]([CH3:54])[C:27](=[O:53])[C:28]1[CH:33]=[CH:32][C:31]([NH:34][C:35]([NH:37][C:38]2[CH:43]=[CH:42][C:41](B3OC(C)(C)C(C)(C)O3)=[CH:40][CH:39]=2)=[O:36])=[CH:30][CH:29]=1.C(=O)([O-])[O-].[Cs+].[Cs+].CN(C=O)C. Product: [OH:24][C:20]1[CH:19]=[C:18]([C:5]2[CH:6]=[CH:7][CH:8]=[C:9]3[C:4]=2[N:3]=[C:2]([C:41]2[CH:40]=[CH:39][C:38]([NH:37][C:35](=[O:36])[NH:34][C:31]4[CH:30]=[CH:29][C:28]([C:27]([N:26]([CH3:54])[CH3:25])=[O:53])=[CH:33][CH:32]=4)=[CH:43][CH:42]=2)[N:11]=[C:10]3[N:12]2[CH2:17][CH2:16][O:15][CH2:14][CH2:13]2)[CH:23]=[CH:22][CH:21]=1. The catalyst class is: 189.